This data is from Reaction yield outcomes from USPTO patents with 853,638 reactions. The task is: Predict the reaction yield, written as a fraction of the theoretical maximum amount of product (1.0 means a 100% yield; for example, 0.34 means a 34% yield). The reactants are C1(N=C=NC2CCCCC2)CCCCC1.[NH:16]1[C:20](=[O:21])[CH2:19][CH2:18][C@H:17]1[C:22]([OH:24])=O.[CH2:25]([NH2:32])[C:26]1[CH:31]=[CH:30][CH:29]=[CH:28][CH:27]=1.[C:33](OC([O-])=O)([O:35][C:36]([CH3:39])([CH3:38])[CH3:37])=[O:34].C(N(CC)CC)C. The catalyst is CN(C)C=O.CN(C)C1C=CN=CC=1. The product is [C:36]([O:35][C:33]([N:16]1[C:20](=[O:21])[CH2:19][CH2:18][C@H:17]1[C:22](=[O:24])[NH:32][CH2:25][C:26]1[CH:31]=[CH:30][CH:29]=[CH:28][CH:27]=1)=[O:34])([CH3:39])([CH3:38])[CH3:37]. The yield is 0.175.